This data is from Catalyst prediction with 721,799 reactions and 888 catalyst types from USPTO. The task is: Predict which catalyst facilitates the given reaction. (1) Reactant: [CH:1]1([C@H:6]2[C:31](=[O:32])[N:30]3[CH2:33][C@@H:27]([CH2:28][C@H:29]3[C:34]([O:36][CH3:37])=[O:35])[O:26][C:25]3[N:20]([C:21](=[O:38])[CH:22]=[CH:23][CH:24]=3)[CH2:19][CH2:18][CH2:17][CH2:16][CH2:15][C@H:14]3[C@@H:10]([CH2:11][CH2:12][CH2:13]3)[O:9][C:8](=[O:39])[NH:7]2)[CH2:5][CH2:4][CH2:3][CH2:2]1.C1C(=O)N([Br:47])C(=O)C1. Product: [Br:47][C:22]1[C:21](=[O:38])[N:20]2[C:25]([O:26][C@H:27]3[CH2:33][N:30]([C:31](=[O:32])[C@H:6]([CH:1]4[CH2:2][CH2:3][CH2:4][CH2:5]4)[NH:7][C:8](=[O:39])[O:9][C@H:10]4[C@H:14]([CH2:15][CH2:16][CH2:17][CH2:18][CH2:19]2)[CH2:13][CH2:12][CH2:11]4)[C@H:29]([C:34]([O:36][CH3:37])=[O:35])[CH2:28]3)=[CH:24][CH:23]=1. The catalyst class is: 10. (2) Reactant: [CH3:1][C:2]1[CH:3]=[CH:4][C:5]([NH:11][C:12]([S:14][CH3:15])=[S:13])=[C:6]([CH:10]=1)[C:7](O)=[O:8]. Product: [CH3:1][C:2]1[CH:3]=[CH:4][C:5]2[N:11]=[C:12]([S:14][CH3:15])[S:13][C:7](=[O:8])[C:6]=2[CH:10]=1. The catalyst class is: 152. (3) Reactant: [CH:1]1([OH:7])[CH2:6][CH2:5][CH2:4][CH2:3][CH2:2]1.[H-].[Na+].[Cl:10][C:11]1[CH:20]=[C:19]2[C:14]([CH:15]=[CH:16][N:17]=[CH:18]2)=[CH:13][C:12]=1F.[Cl-].[Na+].C[N:25]([CH:27]=O)C. Product: [Cl:10][C:11]1[CH:20]=[C:19]2[C:14]([CH:15]=[CH:16][N:17]=[CH:18]2)=[CH:13][C:12]=1[O:7][CH:1]1[CH2:6][CH2:5][C:4]([CH2:27][NH2:25])([C:1]2[CH:6]=[CH:5][CH:4]=[CH:3][CH:2]=2)[CH2:3][CH2:2]1. The catalyst class is: 13. (4) Reactant: [NH2:1][C:2]1[C:7]([F:8])=[CH:6][N:5]=[C:4]([OH:9])[N:3]=1.CO[CH:12](OC)[N:13]([CH3:15])[CH3:14]. Product: [F:8][C:7]1[C:2]([N:1]=[CH:12][N:13]([CH3:15])[CH3:14])=[N:3][C:4]([OH:9])=[N:5][CH:6]=1. The catalyst class is: 369. (5) Reactant: [Cl:1][C:2]1[CH:7]=[CH:6][C:5]([S:8](=[O:14])(=[O:13])[NH:9][CH:10]2[CH2:12][CH2:11]2)=[CH:4][C:3]=1[C:15]1[NH:19][C:18](=[O:20])[N:17]([C:21]2[CH:30]=[CH:29][C:24]([C:25]([O:27]C)=O)=[C:23]([O:31][CH3:32])[CH:22]=2)[N:16]=1.[F:33][C:34]([F:43])([F:42])[C:35]1[CH:36]=[C:37]([CH:39]=[CH:40][CH:41]=1)[NH2:38].C[Al](C)C. Product: [Cl:1][C:2]1[CH:7]=[CH:6][C:5]([S:8](=[O:13])(=[O:14])[NH:9][CH:10]2[CH2:11][CH2:12]2)=[CH:4][C:3]=1[C:15]1[NH:19][C:18](=[O:20])[N:17]([C:21]2[CH:30]=[CH:29][C:24]([C:25]([NH:38][C:37]3[CH:39]=[CH:40][CH:41]=[C:35]([C:34]([F:33])([F:42])[F:43])[CH:36]=3)=[O:27])=[C:23]([O:31][CH3:32])[CH:22]=2)[N:16]=1. The catalyst class is: 11. (6) Reactant: [NH2:1][C:2]1[CH:11]=[CH:10][C:5]([C:6]([O:8][CH3:9])=[O:7])=[CH:4][CH:3]=1.[CH:12]([C:14]1[CH:15]=[C:16]([CH:27]=[CH:28][CH:29]=1)[C:17]([O:19][CH2:20][C:21]1[CH:26]=[CH:25][CH:24]=[CH:23][CH:22]=1)=[O:18])=O. Product: [CH3:9][O:8][C:6]([C:5]1[CH:4]=[CH:3][C:2](/[N:1]=[CH:12]/[C:14]2[CH:15]=[C:16]([CH:27]=[CH:28][CH:29]=2)[C:17]([O:19][CH2:20][C:21]2[CH:22]=[CH:23][CH:24]=[CH:25][CH:26]=2)=[O:18])=[CH:11][CH:10]=1)=[O:7]. The catalyst class is: 8.